Dataset: Forward reaction prediction with 1.9M reactions from USPTO patents (1976-2016). Task: Predict the product of the given reaction. (1) Given the reactants [F:1][C:2]1[CH:7]=[C:6]([F:8])[CH:5]=[CH:4][C:3]=1/[CH:9]=[CH:10]/[C:11]1[CH:16]=[CH:15][C:14]([S:17]([C:20]2[CH:25]=[CH:24][CH:23]=[CH:22][CH:21]=2)(=[O:19])=[O:18])=[CH:13][N:12]=1.C(OCC)(=O)C.[H][H], predict the reaction product. The product is: [F:1][C:2]1[CH:7]=[C:6]([F:8])[CH:5]=[CH:4][C:3]=1[CH2:9][CH2:10][C:11]1[CH:16]=[CH:15][C:14]([S:17]([C:20]2[CH:25]=[CH:24][CH:23]=[CH:22][CH:21]=2)(=[O:19])=[O:18])=[CH:13][N:12]=1. (2) Given the reactants [Cl:1][C:2]1[CH:3]=[C:4]([NH:17][C:18]2[C:27]3[C:22](=[CH:23][CH:24]=[C:25]([C:28](=O)[C:29]#[C:30][CH3:31])[CH:26]=3)[N:21]=[CH:20][N:19]=2)[CH:5]=[CH:6][C:7]=1[O:8][CH2:9][C:10]1[CH:15]=[CH:14][CH:13]=[C:12]([F:16])[CH:11]=1.C([O:36][CH2:37][CH2:38][O:39][NH2:40])(=O)C.CS(O)(=O)=O.C(=O)([O-])O.[Na+], predict the reaction product. The product is: [Cl:1][C:2]1[CH:3]=[C:4]([NH:17][C:18]2[C:27]3[C:22](=[CH:23][CH:24]=[C:25]([C:28](=[N:40][O:39][CH2:38][CH2:37][OH:36])[C:29]#[C:30][CH3:31])[CH:26]=3)[N:21]=[CH:20][N:19]=2)[CH:5]=[CH:6][C:7]=1[O:8][CH2:9][C:10]1[CH:15]=[CH:14][CH:13]=[C:12]([F:16])[CH:11]=1. (3) Given the reactants [OH:1][C:2]1[CH:3]=[C:4]([C:9]([CH3:14])([CH3:13])[C:10]([OH:12])=[O:11])[CH:5]=[C:6]([OH:8])[CH:7]=1.[C:15](=O)(O)[O-].[Na+].IC, predict the reaction product. The product is: [OH:1][C:2]1[CH:3]=[C:4]([C:9]([CH3:14])([CH3:13])[C:10]([O:12][CH3:15])=[O:11])[CH:5]=[C:6]([OH:8])[CH:7]=1. (4) Given the reactants [Cl:1][C:2]1[CH:3]=[C:4]([NH:9][C:10](=[O:13])[CH2:11][CH3:12])[CH:5]=[CH:6][C:7]=1[F:8].[Br:14]Br, predict the reaction product. The product is: [Br:14][C:5]1[CH:6]=[C:7]([F:8])[C:2]([Cl:1])=[CH:3][C:4]=1[NH:9][C:10](=[O:13])[CH2:11][CH3:12]. (5) Given the reactants [C:1]([OH:6])(=O)[CH:2]([CH3:4])[CH3:3].CN(C(ON1N=NC2C=CC=NC1=2)=[N+](C)C)C.F[P-](F)(F)(F)(F)F.CCN(C(C)C)C(C)C.[CH3:40][NH:41][C:42](=[O:66])[C:43]1[CH:48]=[C:47]([O:49][C:50]2[CH:65]=[CH:64][C:53]3[N:54]=[C:55]([NH:57][C@H:58]4[CH2:63][CH2:62][CH2:61][NH:60][CH2:59]4)[S:56][C:52]=3[CH:51]=2)[CH:46]=[CH:45][N:44]=1, predict the reaction product. The product is: [C:1]([N:60]1[CH2:61][CH2:62][CH2:63][C@H:58]([NH:57][C:55]2[S:56][C:52]3[CH:51]=[C:50]([O:49][C:47]4[CH:46]=[CH:45][N:44]=[C:43]([C:42]([NH:41][CH3:40])=[O:66])[CH:48]=4)[CH:65]=[CH:64][C:53]=3[N:54]=2)[CH2:59]1)(=[O:6])[CH:2]([CH3:4])[CH3:3]. (6) Given the reactants C(OC([N:8]1[CH2:11][CH:10]([NH:12][C:13]2[CH:14]=[C:15]3[C:24](=[CH:25][C:26]=2[CH:27]([CH3:32])[C:28]([F:31])([F:30])[F:29])[O:23][CH2:22][C:21]2[N:16]3[CH:17]([CH3:34])[C:18](=[O:33])[NH:19][N:20]=2)[CH2:9]1)=O)(C)(C)C.[C:35]([OH:41])([C:37]([F:40])([F:39])[F:38])=[O:36], predict the reaction product. The product is: [F:38][C:37]([F:40])([F:39])[C:35]([OH:41])=[O:36].[NH:8]1[CH2:9][CH:10]([NH:12][C:13]2[C:26]([CH:27]([CH3:32])[C:28]([F:31])([F:29])[F:30])=[CH:25][C:24]3[O:23][CH2:22][C:21]4=[N:20][NH:19][C:18](=[O:33])[CH:17]([CH3:34])[N:16]4[C:15]=3[CH:14]=2)[CH2:11]1. (7) Given the reactants [CH3:1][C:2]1([CH3:18])[O:7][C:6]2[CH:8]=[CH:9][C:10]3[C:11](=[O:17])[C:12](=O)[CH:13]=[CH:14][C:15]=3[C:5]=2[CH:4]=[CH:3]1.S(S([O-])=O)([O-])=[O:20].O=O.CC(C)([O-])C.[K+].Cl.[OH2:34], predict the reaction product. The product is: [OH:34][C:13]1[C:14](=[O:20])[C:15]2[C:5]3[CH:4]=[CH:3][C:2]([CH3:18])([CH3:1])[O:7][C:6]=3[CH:8]=[CH:9][C:10]=2[C:11](=[O:17])[CH:12]=1.